This data is from Full USPTO retrosynthesis dataset with 1.9M reactions from patents (1976-2016). The task is: Predict the reactants needed to synthesize the given product. (1) The reactants are: [O:1]=[C:2]1[C:7]2[C:8]([C:18]3[CH:23]=[CH:22][C:21]([S:24]([NH2:27])(=[O:26])=[O:25])=[CH:20][CH:19]=3)=[N:9][N:10]([CH:11]3[CH2:16][CH2:15][C:14](=[O:17])[CH2:13][CH2:12]3)[C:6]=2[CH:5]=[CH:4][NH:3]1.Cl. Given the product [OH:17][C:14]1([C:11]2[CH:16]=[CH:15][CH:14]=[CH:13][CH:12]=2)[CH2:13][CH2:12][CH:11]([N:10]2[C:6]3[CH:5]=[CH:4][NH:3][C:2](=[O:1])[C:7]=3[C:8]([C:18]3[CH:23]=[CH:22][C:21]([S:24]([NH2:27])(=[O:26])=[O:25])=[CH:20][CH:19]=3)=[N:9]2)[CH2:16][CH2:15]1, predict the reactants needed to synthesize it. (2) Given the product [C:43]([O:42][C:40](=[O:41])[NH:47][C@@H:48]([CH2:49][C:50]1[CH:55]=[CH:54][CH:53]=[CH:52][CH:51]=1)[C:56]([N:8]1[CH2:13][CH2:12][CH2:11][CH2:10][CH:9]1[C:14](=[O:38])[NH:15][C:16]1[CH:21]=[CH:20][C:19]([C:22]#[C:23][C:24]2[C:25]([C:30]3[CH:35]=[C:34]([CH3:36])[CH:33]=[CH:32][C:31]=3[OH:37])=[N:26][N:27]([CH3:29])[CH:28]=2)=[CH:18][CH:17]=1)=[O:57])([CH3:46])([CH3:44])[CH3:45], predict the reactants needed to synthesize it. The reactants are: C(OC([N:8]1[CH2:13][CH2:12][CH2:11][CH2:10][CH:9]1[C:14](=[O:38])[NH:15][C:16]1[CH:21]=[CH:20][C:19]([C:22]#[C:23][C:24]2[C:25]([C:30]3[CH:35]=[C:34]([CH3:36])[CH:33]=[CH:32][C:31]=3[OH:37])=[N:26][N:27]([CH3:29])[CH:28]=2)=[CH:18][CH:17]=1)=O)(C)(C)C.Cl.[C:40]([NH:47][C@H:48]([C:56](O)=[O:57])[CH2:49][C:50]1[CH:55]=[CH:54][CH:53]=[CH:52][CH:51]=1)([O:42][C:43]([CH3:46])([CH3:45])[CH3:44])=[O:41].C(N(CC)CC)C.F[P-](F)(F)(F)(F)F.N1(O[P+](N(C)C)(N(C)C)N(C)C)C2C=CC=CC=2N=N1.O.[OH-].[Li+].C(O)(=O)C.